The task is: Predict the reaction yield, written as a fraction of the theoretical maximum amount of product (1.0 means a 100% yield; for example, 0.34 means a 34% yield).. This data is from Reaction yield outcomes from USPTO patents with 853,638 reactions. (1) The catalyst is C(#N)C. The product is [C:7]([C:6]1[CH:9]=[C:10]([C:13]2[S:14][C:15]([N:18]3[C:26]([CH3:27])=[C:21]4[CH2:22][N:23]([CH2:30][CH2:29][C:28]([NH2:32])=[O:31])[CH2:24][CH2:25][C:20]4=[N:19]3)=[N:16][N:17]=2)[CH:11]=[CH:12][C:5]=1[O:4][CH:2]([CH3:1])[CH3:3])#[N:8]. The reactants are [CH3:1][CH:2]([O:4][C:5]1[CH:12]=[CH:11][C:10]([C:13]2[S:14][C:15]([N:18]3[C:26]([CH3:27])=[C:21]4[CH2:22][NH:23][CH2:24][CH2:25][C:20]4=[N:19]3)=[N:16][N:17]=2)=[CH:9][C:6]=1[C:7]#[N:8])[CH3:3].[C:28]([NH2:32])(=[O:31])[CH:29]=[CH2:30]. The yield is 0.840. (2) The reactants are [CH3:1][S:2](Cl)(=[O:4])=[O:3].Cl.[Cl:7][C:8]1[C:9]([F:39])=[C:10]([NH:14][C:15]2[C:24]3[C:19](=[CH:20][C:21]([O:37][CH3:38])=[C:22]([CH2:25][N:26]([CH3:36])[C:27]4([C:33]([NH2:35])=[O:34])[CH2:32][CH2:31][NH:30][CH2:29][CH2:28]4)[CH:23]=3)[N:18]=[CH:17][N:16]=2)[CH:11]=[CH:12][CH:13]=1.C(N(CC)CC)C. The catalyst is ClCCl. The product is [Cl:7][C:8]1[C:9]([F:39])=[C:10]([NH:14][C:15]2[C:24]3[C:19](=[CH:20][C:21]([O:37][CH3:38])=[C:22]([CH2:25][N:26]([CH3:36])[C:27]4([C:33]([NH2:35])=[O:34])[CH2:32][CH2:31][N:30]([S:2]([CH3:1])(=[O:4])=[O:3])[CH2:29][CH2:28]4)[CH:23]=3)[N:18]=[CH:17][N:16]=2)[CH:11]=[CH:12][CH:13]=1. The yield is 0.230. (3) The reactants are [C:1]([N:4]1[CH2:9][CH2:8][N:7]([C:10]2[CH:19]=[CH:18][C:13]([C:14]([O:16]C)=O)=[CH:12][CH:11]=2)[CH2:6][CH2:5]1)(=[O:3])[CH3:2].[NH2:20][C:21]1[N:25](C(OC(C)(C)C)=O)[N:24]=[C:23]([CH2:33][CH2:34][C:35]2[CH:40]=[C:39]([O:41][CH3:42])[CH:38]=[C:37]([O:43][CH3:44])[CH:36]=2)[CH:22]=1.C[Si]([N-][Si](C)(C)C)(C)C.[Na+]. The catalyst is C1COCC1. The product is [C:1]([N:4]1[CH2:5][CH2:6][N:7]([C:10]2[CH:11]=[CH:12][C:13]([C:14]([NH:20][C:21]3[CH:22]=[C:23]([CH2:33][CH2:34][C:35]4[CH:40]=[C:39]([O:41][CH3:42])[CH:38]=[C:37]([O:43][CH3:44])[CH:36]=4)[NH:24][N:25]=3)=[O:16])=[CH:18][CH:19]=2)[CH2:8][CH2:9]1)(=[O:3])[CH3:2]. The yield is 0.0100. (4) The reactants are NC1(C2C=CC(C3C(=O)C4C(=CC=C(F)C=4)OC=3C3C=CC=CC=3)=CC=2)CCC1.C(OC(=O)[NH:36][C:37]1([C:41]2[CH:46]=[CH:45][C:44]([C:47]3[C:56](=[O:57])[C:55]4[C:50](=[CH:51][C:52]([O:59][CH3:60])=[C:53]([CH3:58])[CH:54]=4)[O:49][C:48]=3[C:61]3[CH:66]=[CH:65][CH:64]=[CH:63][CH:62]=3)=[CH:43][CH:42]=2)[CH2:40][CH2:39][CH2:38]1)(C)(C)C. No catalyst specified. The product is [NH2:36][C:37]1([C:41]2[CH:42]=[CH:43][C:44]([C:47]3[C:56](=[O:57])[C:55]4[C:50](=[CH:51][C:52]([O:59][CH3:60])=[C:53]([CH3:58])[CH:54]=4)[O:49][C:48]=3[C:61]3[CH:62]=[CH:63][CH:64]=[CH:65][CH:66]=3)=[CH:45][CH:46]=2)[CH2:38][CH2:39][CH2:40]1. The yield is 0.920.